Dataset: Reaction yield outcomes from USPTO patents with 853,638 reactions. Task: Predict the reaction yield, written as a fraction of the theoretical maximum amount of product (1.0 means a 100% yield; for example, 0.34 means a 34% yield). (1) The reactants are C([O:3][C:4]([C:6]1[CH:7]=[N:8][N:9]([C:15]([CH3:18])([CH3:17])[CH3:16])[C:10]=1[C:11]([F:14])([F:13])[F:12])=[O:5])C.[OH-].[Li+]. The catalyst is CO.O. The product is [C:15]([N:9]1[C:10]([C:11]([F:13])([F:14])[F:12])=[C:6]([C:4]([OH:5])=[O:3])[CH:7]=[N:8]1)([CH3:18])([CH3:16])[CH3:17]. The yield is 0.920. (2) The reactants are [C:1]([CH2:3][CH2:4][S:5][C:6]1[CH:11]=[C:10]([NH2:12])[C:9]([S:13][CH2:14][CH2:15][C:16]#[N:17])=[CH:8][C:7]=1[NH2:18])#[N:2].[N+:19]([C:22]1[CH:32]=[CH:31][C:25](/[CH:26]=[CH:27]/[C:28](Cl)=[O:29])=[CH:24][CH:23]=1)([O-:21])=[O:20].CN1[C:38](=[O:39])CCC1. No catalyst specified. The product is [NH2:18][C:7]1[C:6]([S:5][CH2:4][CH2:3][C:1]#[N:2])=[CH:11][C:10]([N:12]([C:28](=[O:29])/[CH:27]=[CH:26]/[C:25]2[CH:31]=[CH:32][C:22]([N+:19]([O-:21])=[O:20])=[CH:23][CH:24]=2)[CH:38]=[O:39])=[C:9]([S:13][CH2:14][CH2:15][C:16]#[N:17])[CH:8]=1. The yield is 0.781. (3) The reactants are [C:1]([O:5][C:6]([NH:8][CH:9]1[C:27](=[O:28])[N:26]2[CH:22]([CH2:23][C:24]([O:29][Si:30]([C:33]([CH3:36])([CH3:35])[CH3:34])([CH3:32])[CH3:31])=[CH:25]2)[C:21](=[O:37])[NH:20][C:19]2([C:38]([OH:40])=[O:39])[CH:17]([CH2:18]2)[CH2:16][CH2:15][CH2:14][CH2:13][CH2:12][CH2:11][CH2:10]1)=[O:7])([CH3:4])([CH3:3])[CH3:2].C(OC(C12CC1C=CCCCCCC(NC(OC(C)(C)C)=O)C(=O)N1C(CC(O[Si](C(C)(C)C)(C)C)C1)C(=O)N2)=O)C.C1COCC1.O.[OH-].[Li+]. The catalyst is O.CO. The product is [C:1]([O:5][C:6]([NH:8][CH:9]1[C:27](=[O:28])[N:26]2[CH:22]([CH2:23][CH:24]([O:29][Si:30]([C:33]([CH3:35])([CH3:34])[CH3:36])([CH3:32])[CH3:31])[CH2:25]2)[C:21](=[O:37])[NH:20][C:19]2([C:38]([OH:40])=[O:39])[CH:17]([CH2:18]2)[CH:16]=[CH:15][CH2:14][CH2:13][CH2:12][CH2:11][CH2:10]1)=[O:7])([CH3:2])([CH3:3])[CH3:4]. The yield is 0.840. (4) The reactants are C([O:8][CH2:9][CH2:10][O:11][C:12]1[CH:17]=[CH:16][C:15]([NH:18][C:19](=[O:48])[CH2:20][C:21]2[C:26]([F:27])=[CH:25][C:24]([C:28]3[CH:29]=[N:30][C:31]([O:37]CC4C=CC(OC)=CC=4)=[C:32]([O:34][CH2:35][CH3:36])[CH:33]=3)=[CH:23][C:22]=2[F:47])=[CH:14][C:13]=1[C:49]([F:52])([F:51])[F:50])C1C=CC=CC=1. The catalyst is CO.[Pd]. The product is [CH2:35]([O:34][C:32]1[C:31](=[O:37])[NH:30][CH:29]=[C:28]([C:24]2[CH:25]=[C:26]([F:27])[C:21]([CH2:20][C:19]([NH:18][C:15]3[CH:16]=[CH:17][C:12]([O:11][CH2:10][CH2:9][OH:8])=[C:13]([C:49]([F:50])([F:52])[F:51])[CH:14]=3)=[O:48])=[C:22]([F:47])[CH:23]=2)[CH:33]=1)[CH3:36]. The yield is 0.140. (5) The reactants are NC1(C(NC2C=CC(C=CC([O-])=O)=CC=2)=O)CCCC1.CCOC1N(C(OCC)=O)C2C(=CC=CC=2)C=C1.[NH2:39][C:40]1[CH:45]=[CH:44][C:43](/[CH:46]=[CH:47]/[C:48]([O:50][CH2:51][CH3:52])=[O:49])=[CH:42][CH:41]=1.[C:53]([O:57][C:58]([NH:60][C:61]1([C:66](O)=[O:67])[CH2:65][CH2:64][CH2:63][CH2:62]1)=[O:59])([CH3:56])([CH3:55])[CH3:54]. The catalyst is C1COCC1. The product is [C:53]([O:57][C:58]([NH:60][C:61]1([C:66]([NH:39][C:40]2[CH:41]=[CH:42][C:43](/[CH:46]=[CH:47]/[C:48]([O:50][CH2:51][CH3:52])=[O:49])=[CH:44][CH:45]=2)=[O:67])[CH2:65][CH2:64][CH2:63][CH2:62]1)=[O:59])([CH3:56])([CH3:55])[CH3:54]. The yield is 0.370. (6) The reactants are [OH-].[Na+].[CH:3]([N:6]1[C:10]2[N:11]=[C:12]([O:20][CH:21]3[CH2:26][CH2:25][N:24]([CH3:27])[CH2:23][CH2:22]3)[CH:13]=[C:14]([C:15](OCC)=[O:16])[C:9]=2[CH:8]=[N:7]1)([CH3:5])[CH3:4].[NH2:28][CH2:29][C:30]1[C:31](=[O:38])[NH:32][C:33]([CH3:37])=[CH:34][C:35]=1[CH3:36].C1CN([P+](ON2N=NC3C=CC=CC2=3)(N2CCCC2)N2CCCC2)CC1.F[P-](F)(F)(F)(F)F. The catalyst is CCO. The product is [CH3:36][C:35]1[CH:34]=[C:33]([CH3:37])[NH:32][C:31](=[O:38])[C:30]=1[CH2:29][NH:28][C:15]([C:14]1[C:9]2[CH:8]=[N:7][N:6]([CH:3]([CH3:4])[CH3:5])[C:10]=2[N:11]=[C:12]([O:20][CH:21]2[CH2:26][CH2:25][N:24]([CH3:27])[CH2:23][CH2:22]2)[CH:13]=1)=[O:16]. The yield is 0.0250.